This data is from Forward reaction prediction with 1.9M reactions from USPTO patents (1976-2016). The task is: Predict the product of the given reaction. Given the reactants Br[C:2]1[CH:7]=[CH:6][CH:5]=[CH:4][C:3]=1[C:8]1([C:21]#[N:22])[CH2:13][CH2:12][N:11]([C:14]([O:16][C:17]([CH3:20])([CH3:19])[CH3:18])=[O:15])[CH2:10][CH2:9]1.C1(C)C=CC=CC=1P(C1C=CC=CC=1C)C1C=CC=CC=1C.CCN(CC)CC.[CH2:52]([O:54][C:55](=[O:58])[CH:56]=[CH2:57])[CH3:53], predict the reaction product. The product is: [C:21]([C:8]1([C:3]2[CH:4]=[CH:5][CH:6]=[CH:7][C:2]=2/[CH:57]=[CH:56]/[C:55]([O:54][CH2:52][CH3:53])=[O:58])[CH2:13][CH2:12][N:11]([C:14]([O:16][C:17]([CH3:20])([CH3:19])[CH3:18])=[O:15])[CH2:10][CH2:9]1)#[N:22].